Dataset: Forward reaction prediction with 1.9M reactions from USPTO patents (1976-2016). Task: Predict the product of the given reaction. (1) Given the reactants [C:1]([OH:5])(=[O:4])[CH:2]=[CH2:3].[CH2:6](O)[CH2:7][CH2:8][CH2:9][CH2:10][CH2:11][CH2:12][CH2:13][CH2:14][CH2:15][CH2:16][CH2:17][CH2:18][CH2:19][CH2:20][CH2:21][CH2:22][CH3:23].C1C2NC3C(=CC=CC=3)SC=2C=CC=1, predict the reaction product. The product is: [C:1]([O:5][CH2:23][CH2:22][CH2:21][CH2:20][CH2:19][CH2:18][CH2:17][CH2:16][CH2:15][CH2:14][CH2:13][CH2:12][CH2:11][CH2:10][CH2:9][CH2:8][CH2:7][CH3:6])(=[O:4])[CH:2]=[CH2:3]. (2) Given the reactants [N:1]([CH2:4][C@@H:5]1[C@H:9]2[O:10][C:11]([CH3:14])([CH3:13])[O:12][C@H:8]2[C@H:7]([N:15]2[CH:23]=[N:22][C:21]3[C:16]2=[N:17][CH:18]=[N:19][C:20]=3[NH:24][CH2:25][C:26]2[CH:31]=[CH:30][C:29]([O:32][CH3:33])=[CH:28][C:27]=2[O:34][CH3:35])[CH2:6]1)=[N+]=[N-].CP(C)C.O, predict the reaction product. The product is: [NH2:1][CH2:4][C@@H:5]1[C@H:9]2[O:10][C:11]([CH3:13])([CH3:14])[O:12][C@H:8]2[C@H:7]([N:15]2[CH:23]=[N:22][C:21]3[C:16]2=[N:17][CH:18]=[N:19][C:20]=3[NH:24][CH2:25][C:26]2[CH:31]=[CH:30][C:29]([O:32][CH3:33])=[CH:28][C:27]=2[O:34][CH3:35])[CH2:6]1. (3) Given the reactants [H-].[Na+].[F:3][C:4]([F:19])([F:18])[C:5]1[CH:10]=[C:9]([NH:11][C:12]2[CH2:16][CH2:15][C:14](=[O:17])[CH:13]=2)[CH:8]=[CH:7][N:6]=1.CC1CCCO1.[C:26]([C:28]1[CH:33]=[CH:32][C:31]([N:34]([CH2:42]S(C2C=CC=CC=2)(=O)=O)[C:35](=[O:41])[O:36][C:37]([CH3:40])([CH3:39])[CH3:38])=[CH:30][CH:29]=1)#[N:27], predict the reaction product. The product is: [C:26]([C:28]1[CH:29]=[CH:30][C:31]([N:34]([CH2:42][C:13]2[C:14](=[O:17])[CH2:15][CH2:16][C:12]=2[NH:11][C:9]2[CH:8]=[CH:7][N:6]=[C:5]([C:4]([F:3])([F:18])[F:19])[CH:10]=2)[C:35](=[O:41])[O:36][C:37]([CH3:38])([CH3:39])[CH3:40])=[CH:32][CH:33]=1)#[N:27]. (4) Given the reactants [CH3:1][O:2][C:3]1[CH:4]=[C:5]2[C:9](=[CH:10][C:11]=1[O:12][CH3:13])[N:8]([CH3:14])[CH:7]=[C:6]2[C:15]1[N:34](S(C2C=CC(C)=CC=2)(=O)=O)[C:18]2=[N:19][CH:20]=[CH:21][C:22]([CH2:23][NH:24][CH2:25][CH2:26][CH2:27][C:28]3[CH:33]=[CH:32][CH:31]=[CH:30][CH:29]=3)=[C:17]2[CH:16]=1.[OH-].[K+], predict the reaction product. The product is: [CH3:1][O:2][C:3]1[CH:4]=[C:5]2[C:9](=[CH:10][C:11]=1[O:12][CH3:13])[N:8]([CH3:14])[CH:7]=[C:6]2[C:15]1[NH:34][C:18]2=[N:19][CH:20]=[CH:21][C:22]([CH2:23][NH:24][CH2:25][CH2:26][CH2:27][C:28]3[CH:29]=[CH:30][CH:31]=[CH:32][CH:33]=3)=[C:17]2[CH:16]=1. (5) Given the reactants [F:1][C:2]1[CH:7]=[CH:6][CH:5]=[C:4]([C:8]([F:11])([F:10])[F:9])[C:3]=1[CH:12]1[CH2:17][CH2:16][N:15]([C:18]([C:20]2[C:28]3[CH2:27][CH2:26][N:25](C(OC(C)(C)C)=O)[CH2:24][C:23]=3[NH:22][N:21]=2)=[O:19])[CH2:14][CH2:13]1.[ClH:36], predict the reaction product. The product is: [ClH:36].[F:1][C:2]1[CH:7]=[CH:6][CH:5]=[C:4]([C:8]([F:11])([F:10])[F:9])[C:3]=1[CH:12]1[CH2:17][CH2:16][N:15]([C:18]([C:20]2[C:28]3[CH2:27][CH2:26][NH:25][CH2:24][C:23]=3[NH:22][N:21]=2)=[O:19])[CH2:14][CH2:13]1. (6) Given the reactants [Br:1][C:2]1[CH:7]=[C:6]([F:8])[CH:5]=[CH:4][C:3]=1[CH:9]1[C:14]([C:15]([O:17][CH3:18])=[O:16])=[C:13]([CH2:19]Br)[NH:12][C:11]([C:21]2[S:22][CH:23]=[CH:24][N:25]=2)=[N:10]1.[NH:26]1[CH2:31][CH2:30][O:29][CH2:28][C@@H:27]1[CH2:32][OH:33], predict the reaction product. The product is: [Br:1][C:2]1[CH:7]=[C:6]([F:8])[CH:5]=[CH:4][C:3]=1[CH:9]1[C:14]([C:15]([O:17][CH3:18])=[O:16])=[C:13]([CH2:19][N:26]2[CH2:31][CH2:30][O:29][CH2:28][C@@H:27]2[CH2:32][OH:33])[NH:12][C:11]([C:21]2[S:22][CH:23]=[CH:24][N:25]=2)=[N:10]1. (7) Given the reactants [CH3:1][S:2][C:3]1[CH:4]=[C:5]([CH:32]=[CH:33][CH:34]=1)[C:6]([NH:8][C:9]1[CH:14]=[CH:13][C:12]([N:15]2[C:21](=[O:22])[CH2:20][C:19](=[O:23])[NH:18][C:17]3[C:24]4[C:29]([CH:30]=[CH:31][C:16]2=3)=[CH:28][CH:27]=[CH:26][CH:25]=4)=[CH:11][CH:10]=1)=[O:7].ClC1C=CC=C(C(OO)=[O:43])C=1.C(OCC)(=O)C, predict the reaction product. The product is: [CH3:1][S:2]([C:3]1[CH:4]=[C:5]([CH:32]=[CH:33][CH:34]=1)[C:6]([NH:8][C:9]1[CH:10]=[CH:11][C:12]([N:15]2[C:21](=[O:22])[CH2:20][C:19](=[O:23])[NH:18][C:17]3[C:24]4[C:29]([CH:30]=[CH:31][C:16]2=3)=[CH:28][CH:27]=[CH:26][CH:25]=4)=[CH:13][CH:14]=1)=[O:7])=[O:43]. (8) The product is: [CH2:14]([O:9][CH2:8][CH2:7][CH2:6][CH2:5][CH2:4][CH2:3][CH2:2][CH2:1][OH:10])[CH2:15][CH2:16][CH2:17][CH2:18][CH2:19][CH3:20]. Given the reactants [CH2:1]([OH:10])[CH2:2][CH2:3][CH2:4][CH2:5][CH2:6][CH2:7][CH2:8][OH:9].[H-].[Na+].Br[CH2:14][CH2:15][CH2:16][CH2:17][CH2:18][CH2:19][CH3:20].O, predict the reaction product. (9) Given the reactants [I-:1].[Na+].[CH3:3][N:4]1[C:12]2[C:7](=[CH:8][C:9]([O:17][CH3:18])=[C:10]([O:13][CH2:14][CH2:15]Cl)[CH:11]=2)[C:6]([C:19]2[N:27]([S:28]([C:31]3[CH:36]=[CH:35][C:34]([CH3:37])=[CH:33][CH:32]=3)(=[O:30])=[O:29])[C:22]3=[N:23][CH:24]=[CH:25][CH:26]=[C:21]3[CH:20]=2)=[CH:5]1, predict the reaction product. The product is: [CH3:3][N:4]1[C:12]2[C:7](=[CH:8][C:9]([O:17][CH3:18])=[C:10]([O:13][CH2:14][CH2:15][I:1])[CH:11]=2)[C:6]([C:19]2[N:27]([S:28]([C:31]3[CH:36]=[CH:35][C:34]([CH3:37])=[CH:33][CH:32]=3)(=[O:30])=[O:29])[C:22]3=[N:23][CH:24]=[CH:25][CH:26]=[C:21]3[CH:20]=2)=[CH:5]1. (10) Given the reactants [C:1]([O:4][C@@H:5]1[CH2:9][C@@H:8]([CH2:10][OH:11])[O:7][C@H:6]1[N:12]1[CH:20]=[N:19][C:18]2[C:13]1=[N:14][CH:15]=[N:16][C:17]=2[NH:21][C@@H:22]1[C:30]2[C:25](=[CH:26][CH:27]=[CH:28][CH:29]=2)[CH2:24][CH2:23]1)(=[O:3])[CH3:2].C(N(CC)CC)C.Cl[S:39]([NH2:42])(=[O:41])=[O:40], predict the reaction product. The product is: [C:1]([O:4][C@@H:5]1[CH2:9][C@@H:8]([CH2:10][O:11][S:39](=[O:41])(=[O:40])[NH2:42])[O:7][C@H:6]1[N:12]1[CH:20]=[N:19][C:18]2[C:13]1=[N:14][CH:15]=[N:16][C:17]=2[NH:21][C@@H:22]1[C:30]2[C:25](=[CH:26][CH:27]=[CH:28][CH:29]=2)[CH2:24][CH2:23]1)(=[O:3])[CH3:2].